This data is from Forward reaction prediction with 1.9M reactions from USPTO patents (1976-2016). The task is: Predict the product of the given reaction. (1) The product is: [I:29][C:11]1[N:10]=[CH:9][N:8]2[C:3]([C:2]([F:1])([F:22])[F:23])=[CH:4][C:5]([C:12]3[CH:13]=[CH:14][C:15]([C:18]([F:21])([F:20])[F:19])=[CH:16][CH:17]=3)=[N:6][C:7]=12. Given the reactants [F:1][C:2]([F:23])([F:22])[C:3]1[N:8]2[CH:9]=[N:10][CH:11]=[C:7]2[N:6]=[C:5]([C:12]2[CH:17]=[CH:16][C:15]([C:18]([F:21])([F:20])[F:19])=[CH:14][CH:13]=2)[CH:4]=1.C([O-])(=O)C.[Na+].[I:29]Cl, predict the reaction product. (2) The product is: [CH3:8][C:6]1[CH:5]=[CH:4][N:3]=[C:2]([CH2:1][O:13][C:10](=[O:12])[CH3:11])[CH:7]=1. Given the reactants [CH3:1][C:2]1[CH:7]=[C:6]([CH3:8])[CH:5]=[CH:4][N+:3]=1[O-].[C:10]([O:13]C(=O)C)(=[O:12])[CH3:11], predict the reaction product. (3) Given the reactants C([O:8][C:9]1[CH:14]=[CH:13][C:12]([Si:15]([C:44]2[CH:49]=[CH:48][C:47]([O:50]CC3C=CC=CC=3)=[CH:46][CH:45]=2)([C:30]2[CH:35]=[CH:34][C:33]([O:36]CC3C=CC=CC=3)=[CH:32][CH:31]=2)[C:16]2[CH:21]=[CH:20][C:19]([O:22]CC3C=CC=CC=3)=[CH:18][CH:17]=2)=[CH:11][CH:10]=1)C1C=CC=CC=1.[H][H], predict the reaction product. The product is: [OH:22][C:19]1[CH:18]=[CH:17][C:16]([Si:15]([C:30]2[CH:35]=[CH:34][C:33]([OH:36])=[CH:32][CH:31]=2)([C:12]2[CH:13]=[CH:14][C:9]([OH:8])=[CH:10][CH:11]=2)[C:44]2[CH:45]=[CH:46][C:47]([OH:50])=[CH:48][CH:49]=2)=[CH:21][CH:20]=1. (4) Given the reactants [CH:1]1([CH2:4][N:5]([CH2:32][CH:33]2[CH2:35][CH2:34]2)[C:6]2[C:11]([CH2:12][N:13]([CH2:16][C:17]3[CH:22]=[C:21]([C:23]([F:26])([F:25])[F:24])[CH:20]=[C:19]([C:27]([F:30])([F:29])[F:28])[CH:18]=3)[C:14]#[N:15])=[CH:10][CH:9]=[C:8]([F:31])[N:7]=2)[CH2:3][CH2:2]1.O.[N-:37]=[N+:38]=[N-:39].[Na+], predict the reaction product. The product is: [F:29][C:27]([F:30])([F:28])[C:19]1[CH:18]=[C:17]([CH:22]=[C:21]([C:23]([F:26])([F:25])[F:24])[CH:20]=1)[CH2:16][N:13]([CH2:12][C:11]1[C:6]([N:5]([CH2:4][CH:1]2[CH2:3][CH2:2]2)[CH2:32][CH:33]2[CH2:35][CH2:34]2)=[N:7][C:8]([F:31])=[CH:9][CH:10]=1)[C:14]1[NH:39][N:38]=[N:37][N:15]=1. (5) Given the reactants [C:1]([O:7][C:8]([CH3:11])([CH3:10])[CH3:9])(=[O:6])[CH2:2][C:3]([CH3:5])=[O:4].[H-].[Na+].C([Li])CCC.[C:19]1([C:33]2[CH:38]=[CH:37][CH:36]=[CH:35][CH:34]=2)[CH:24]=[CH:23][C:22]([CH:25](C(O)CC)C(O)=O)=[CH:21][CH:20]=1.Cl, predict the reaction product. The product is: [C:8]([O:7][C:1](=[O:6])[CH2:2][C:3](=[O:4])[CH2:5][CH2:25][C:22]1[CH:23]=[CH:24][C:19]([C:33]2[CH:34]=[CH:35][CH:36]=[CH:37][CH:38]=2)=[CH:20][CH:21]=1)([CH3:11])([CH3:10])[CH3:9].